Task: Predict the product of the given reaction.. Dataset: Forward reaction prediction with 1.9M reactions from USPTO patents (1976-2016) (1) Given the reactants Br[C:2]1[CH:3]=[CH:4][C:5]2[NH:6][C:7]3[C:12]([C:13]=2[CH:14]=1)=[CH:11][C:10](Br)=[CH:9][CH:8]=3.[C:16]1(B(O)O)[CH:21]=[CH:20][CH:19]=[CH:18][CH:17]=1.[C:25](=O)([O-])[O-].[Na+].[Na+].C(P([C:40]([CH3:43])([CH3:42])C)C(C)(C)C)(C)(C)C.O1[CH2:49][CH2:48]OCC1, predict the reaction product. The product is: [C:16]1([C:2]2[CH:3]=[CH:4][C:5]3[NH:6][C:7]4[C:12]([C:13]=3[CH:14]=2)=[CH:11][C:10]([C:42]2[CH:40]=[CH:43][CH:49]=[CH:48][CH:25]=2)=[CH:9][CH:8]=4)[CH:21]=[CH:20][CH:19]=[CH:18][CH:17]=1. (2) Given the reactants [O:1]1[CH2:6][CH2:5][CH2:4][O:3][CH:2]1[C:7]1[C:8]2[N:9]([N:14]=[C:15]([C:17]([F:20])([F:19])[F:18])[CH:16]=2)[C:10](I)=[CH:11][CH:12]=1.C([Li])CCC.[CH:26](OCC)=[O:27].[Cl-].[NH4+], predict the reaction product. The product is: [O:1]1[CH2:6][CH2:5][CH2:4][O:3][CH:2]1[C:7]1[C:8]2[N:9]([N:14]=[C:15]([C:17]([F:20])([F:19])[F:18])[CH:16]=2)[C:10]([CH:26]=[O:27])=[CH:11][CH:12]=1. (3) Given the reactants [NH2:1][C:2]1[CH:7]=[C:6]([C:8]([CH3:11])([CH3:10])[CH3:9])[CH:5]=[CH:4][C:3]=1[OH:12].F[C:14]1[C:21]([C:22]([F:25])([F:24])[F:23])=[CH:20][CH:19]=[CH:18][C:15]=1[CH:16]=O.C([O-])([O-])=O.[K+].[K+].O, predict the reaction product. The product is: [C:8]([C:6]1[CH:5]=[CH:4][C:3]2[O:12][C:14]3[C:21]([C:22]([F:23])([F:24])[F:25])=[CH:20][CH:19]=[CH:18][C:15]=3[CH:16]=[N:1][C:2]=2[CH:7]=1)([CH3:9])([CH3:11])[CH3:10]. (4) Given the reactants C(N1C2C(=CC(N)=CC=2)CC1)(=O)C.[C:14]([N:17]1[C:25]2[CH:24]=[C:23]3[C:26](=[O:30])[C:27](=[O:29])[NH:28][C:22]3=[CH:21][C:20]=2[CH2:19][CH2:18]1)(=[O:16])[CH3:15].[CH:31]1[C:36]([NH:37][NH2:38])=[CH:35][CH:34]=[C:33]([S:39]([NH2:42])(=[O:41])=[O:40])[CH:32]=1.Cl, predict the reaction product. The product is: [C:14]([N:17]1[C:25]2[CH:24]=[C:23]3[C:26](=[O:30])[C:27](=[O:29])[NH:28][C:22]3=[CH:21][C:20]=2[CH2:19][CH2:18]1)(=[O:16])[CH3:15].[C:14]([N:17]1[C:25]2[CH:24]=[C:23]3[C:26](=[N:38][NH:37][C:36]4[CH:35]=[CH:34][C:33]([S:39]([NH2:42])(=[O:40])=[O:41])=[CH:32][CH:31]=4)[C:27](=[O:29])[NH:28][C:22]3=[CH:21][C:20]=2[CH2:19][CH2:18]1)(=[O:16])[CH3:15]. (5) Given the reactants [H-].[Na+].[CH3:3][O:4][C:5](=[O:30])[NH:6][C:7]1[CH:12]=[CH:11][C:10]([N:13]2[CH2:29][CH2:28][CH2:27][C@@:15]3([C:19](=[O:20])[N:18]([CH:21]4[CH2:26][CH2:25][O:24][CH2:23][CH2:22]4)[CH2:17][CH2:16]3)[CH2:14]2)=[CH:9][CH:8]=1.O1CCC[CH2:32]1.CI, predict the reaction product. The product is: [CH3:32][N:6]([C:7]1[CH:12]=[CH:11][C:10]([N:13]2[CH2:29][CH2:28][CH2:27][C@@:15]3([C:19](=[O:20])[N:18]([CH:21]4[CH2:22][CH2:23][O:24][CH2:25][CH2:26]4)[CH2:17][CH2:16]3)[CH2:14]2)=[CH:9][CH:8]=1)[C:5](=[O:30])[O:4][CH3:3]. (6) The product is: [NH2:19][C:20]1[N:21]=[C:22]([Cl:27])[CH:23]=[C:24]([C:6]2[O:7][CH:8]=[CH:9][CH:10]=2)[N:25]=1. Given the reactants C([Sn](CCCC)(CCCC)[C:6]1[O:7][CH:8]=[CH:9][CH:10]=1)CCC.[NH2:19][C:20]1[N:25]=[C:24](Cl)[CH:23]=[C:22]([Cl:27])[N:21]=1, predict the reaction product.